From a dataset of Forward reaction prediction with 1.9M reactions from USPTO patents (1976-2016). Predict the product of the given reaction. (1) The product is: [CH3:5][C:2]([NH:1][C:17]([C:14]1([Br:13])[CH2:16][CH2:15]1)=[O:18])([CH3:6])[CH2:3][OH:4]. Given the reactants [NH2:1][C:2]([CH3:6])([CH3:5])[CH2:3][OH:4].C(=O)([O-])[O-].[Na+].[Na+].[Br:13][C:14]1([C:17](Cl)=[O:18])[CH2:16][CH2:15]1.[OH-].[Na+], predict the reaction product. (2) Given the reactants [N:1]1[C:10]2[C:5](=[CH:6][C:7]([CH:11]=O)=[CH:8][CH:9]=2)[CH:4]=[CH:3][CH:2]=1.[S:13]1[CH2:19][C:17](=[O:18])[NH:16][C:14]1=[S:15], predict the reaction product. The product is: [N:1]1[C:10]2[C:5](=[CH:6][C:7]([CH:11]=[C:19]3[S:13][C:14](=[S:15])[NH:16][C:17]3=[O:18])=[CH:8][CH:9]=2)[CH:4]=[CH:3][CH:2]=1.